This data is from Forward reaction prediction with 1.9M reactions from USPTO patents (1976-2016). The task is: Predict the product of the given reaction. (1) Given the reactants [OH:1][C@@:2]1([CH3:40])[CH2:6][CH2:5][N:4]([C:7]2[C:26]([C:27]3[N:31](COCC[Si](C)(C)C)[N:30]=[CH:29][CH:28]=3)=[CH:25][C:10]([C:11]([NH:13][C:14]3[CH:19]=[CH:18][C:17]([O:20][C:21]([F:24])([F:23])[F:22])=[CH:16][CH:15]=3)=[O:12])=[CH:9][N:8]=2)[CH2:3]1.C(N)CN.CCCC[N+](CCCC)(CCCC)CCCC.[F-].C1COCC1, predict the reaction product. The product is: [OH:1][C@@:2]1([CH3:40])[CH2:6][CH2:5][N:4]([C:7]2[C:26]([C:27]3[NH:31][N:30]=[CH:29][CH:28]=3)=[CH:25][C:10]([C:11]([NH:13][C:14]3[CH:15]=[CH:16][C:17]([O:20][C:21]([F:24])([F:22])[F:23])=[CH:18][CH:19]=3)=[O:12])=[CH:9][N:8]=2)[CH2:3]1. (2) Given the reactants C[O:2][C:3](=[O:35])[CH2:4][CH2:5][CH2:6][CH2:7][CH2:8][O:9][C:10]1[CH:11]=[CH:12][C:13]2[N:17]=[C:16]([S:18]([CH2:21][C:22]3[CH:27]=[CH:26][CH:25]=[CH:24][CH:23]=3)(=[O:20])=[O:19])[N:15]([C:28]3[CH:33]=[CH:32][CH:31]=[CH:30][CH:29]=3)[C:14]=2[CH:34]=1.[OH-].[Li+], predict the reaction product. The product is: [C:28]1([N:15]2[C:14]3[CH:34]=[C:10]([O:9][CH2:8][CH2:7][CH2:6][CH2:5][CH2:4][C:3]([OH:35])=[O:2])[CH:11]=[CH:12][C:13]=3[N:17]=[C:16]2[S:18]([CH2:21][C:22]2[CH:23]=[CH:24][CH:25]=[CH:26][CH:27]=2)(=[O:19])=[O:20])[CH:29]=[CH:30][CH:31]=[CH:32][CH:33]=1.